This data is from HIV replication inhibition screening data with 41,000+ compounds from the AIDS Antiviral Screen. The task is: Binary Classification. Given a drug SMILES string, predict its activity (active/inactive) in a high-throughput screening assay against a specified biological target. (1) The drug is N#Cc1c(N2CCCC2)ncn(-c2ccccc2)c1=O. The result is 0 (inactive). (2) The compound is COc1ccccc1S(=O)Nc1ccccc1. The result is 0 (inactive). (3) The compound is COc1ccc(Nc2cnc3cc(N)ccc3n2)cc1OC. The result is 0 (inactive). (4) The molecule is COC(N)=C(C#N)N=Cc1ccsc1. The result is 0 (inactive). (5) The molecule is c1ccc2c(c1)C1=Nc3ccc(cc3)-c3nc4ccc(cc4o3)N=C3N=C(Nc4ccc5nc(oc5c4)-c4ccc(cc4)NC2=N1)c1ccccc13. The result is 0 (inactive).